This data is from Catalyst prediction with 721,799 reactions and 888 catalyst types from USPTO. The task is: Predict which catalyst facilitates the given reaction. (1) Reactant: C([O:3][C:4]([C:6]1[NH:7][C:8]2[C:13]([CH:14]=1)=[C:12]([CH3:15])[C:11]([Br:16])=[CH:10][CH:9]=2)=[O:5])C.[OH-].[Li+]. Product: [Br:16][C:11]1[C:12]([CH3:15])=[C:13]2[C:8](=[CH:9][CH:10]=1)[NH:7][C:6]([C:4]([OH:5])=[O:3])=[CH:14]2. The catalyst class is: 12. (2) Reactant: Br[CH2:2][C:3]1[CH:10]=[CH:9][C:6]([CH:7]=[O:8])=[CH:5][C:4]=1[Cl:11].[C:12]1(=[O:22])[NH:16][C:15](=[O:17])[C:14]2=[CH:18][CH:19]=[CH:20][CH:21]=[C:13]12.[K]. Product: [Cl:11][C:4]1[CH:5]=[C:6]([CH:9]=[CH:10][C:3]=1[CH2:2][N:16]1[C:12](=[O:22])[C:13]2[C:14](=[CH:18][CH:19]=[CH:20][CH:21]=2)[C:15]1=[O:17])[CH:7]=[O:8]. The catalyst class is: 18. (3) Reactant: I[C:2]1[CH:3]=[C:4]([N:9]([CH2:15][C:16]2[CH:17]=[N:18][CH:19]=[CH:20][CH:21]=2)[S:10]([CH2:13][CH3:14])(=[O:12])=[O:11])[CH:5]=[CH:6][C:7]=1[CH3:8].[CH:22]([O-])=[O:23].[Na+]. Product: [CH:22]([C:2]1[CH:3]=[C:4]([N:9]([CH2:15][C:16]2[CH:17]=[N:18][CH:19]=[CH:20][CH:21]=2)[S:10]([CH2:13][CH3:14])(=[O:12])=[O:11])[CH:5]=[CH:6][C:7]=1[CH3:8])=[O:23]. The catalyst class is: 3. (4) Reactant: [NH2:1][C:2]1[CH:9]=[CH:8][C:5]([C:6]#[N:7])=[CH:4][N:3]=1.[NH2:10][OH:11]. Product: [NH2:1][C:2]1[N:3]=[CH:4][C:5]([C:6](=[N:10][OH:11])[NH2:7])=[CH:8][CH:9]=1. The catalyst class is: 14. (5) Reactant: [NH:1]1[CH2:5][CH2:4][CH:3]([CH2:6][OH:7])[CH2:2]1.C(N(CC)CC)C.[C:15]([O:19][C:20](O[C:20]([O:19][C:15]([CH3:18])([CH3:17])[CH3:16])=[O:21])=[O:21])([CH3:18])([CH3:17])[CH3:16]. Product: [OH:7][CH2:6][CH:3]1[CH2:4][CH2:5][N:1]([C:20]([O:19][C:15]([CH3:18])([CH3:17])[CH3:16])=[O:21])[CH2:2]1. The catalyst class is: 96. (6) Reactant: [CH2:1]([O:3][C:4](=[O:23])[C:5]1[CH:10]=[CH:9][C:8]([CH:11]([C:20]([OH:22])=O)[CH2:12][C:13]2[CH:18]=[CH:17][C:16]([F:19])=[CH:15][CH:14]=2)=[CH:7][CH:6]=1)[CH3:2].[NH2:24][C:25]1[O:26][C:27]2[CH:33]=[CH:32][CH:31]=[CH:30][C:28]=2[N:29]=1.CCN=C=NCCCN(C)C.Cl. Product: [CH2:1]([O:3][C:4](=[O:23])[C:5]1[CH:10]=[CH:9][C:8]([CH:11]([C:20](=[O:22])[NH:24][C:25]2[O:26][C:27]3[CH:33]=[CH:32][CH:31]=[CH:30][C:28]=3[N:29]=2)[CH2:12][C:13]2[CH:14]=[CH:15][C:16]([F:19])=[CH:17][CH:18]=2)=[CH:7][CH:6]=1)[CH3:2]. The catalyst class is: 64. (7) Reactant: [Cl:1][C:2]1[C:3](OS(C(F)(F)F)(=O)=O)=[C:4]([CH:9]=[C:10]([CH2:16][C:17]2[CH:22]=[CH:21][C:20]([N:23]3[CH:27]=[CH:26][CH:25]=[N:24]3)=[CH:19][CH:18]=2)[C:11]=1[C:12]([F:15])([F:14])[F:13])[C:5]([O:7][CH3:8])=[O:6].O.[CH:37]([B-](F)(F)F)=[CH2:38].[K+].C(=O)([O-])[O-].[Cs+].[Cs+]. Product: [Cl:1][C:2]1[C:3]([CH:37]=[CH2:38])=[C:4]([CH:9]=[C:10]([CH2:16][C:17]2[CH:22]=[CH:21][C:20]([N:23]3[CH:27]=[CH:26][CH:25]=[N:24]3)=[CH:19][CH:18]=2)[C:11]=1[C:12]([F:13])([F:15])[F:14])[C:5]([O:7][CH3:8])=[O:6]. The catalyst class is: 176.